Dataset: Reaction yield outcomes from USPTO patents with 853,638 reactions. Task: Predict the reaction yield, written as a fraction of the theoretical maximum amount of product (1.0 means a 100% yield; for example, 0.34 means a 34% yield). (1) The reactants are [N:1]1[N:5]2[C:6]3[CH2:13][CH2:12][N:11]([C:14]4[CH:15]=[C:16]([CH:18]=[CH:19][CH:20]=4)[NH2:17])[CH2:10][C:7]=3[CH:8]=[N:9][C:4]2=[CH:3][CH:2]=1.C(N(CC)C(C)C)(C)C.[C:30](Cl)(=[O:37])[C:31]1[CH:36]=[CH:35][CH:34]=[CH:33][CH:32]=1. The catalyst is ClCCl. The product is [N:1]1[N:5]2[C:6]3[CH2:13][CH2:12][N:11]([C:14]4[CH:15]=[C:16]([NH:17][C:30](=[O:37])[C:31]5[CH:36]=[CH:35][CH:34]=[CH:33][CH:32]=5)[CH:18]=[CH:19][CH:20]=4)[CH2:10][C:7]=3[CH:8]=[N:9][C:4]2=[CH:3][CH:2]=1. The yield is 0.740. (2) The reactants are [N+:1]([C:4]1[CH:9]=[CH:8][C:7]([CH:10]([CH3:18])[C:11]([O:13][C:14]([CH3:17])([CH3:16])[CH3:15])=[O:12])=[CH:6][CH:5]=1)([O-])=O. The catalyst is [Pd].C(O)C. The product is [NH2:1][C:4]1[CH:5]=[CH:6][C:7]([CH:10]([CH3:18])[C:11]([O:13][C:14]([CH3:17])([CH3:16])[CH3:15])=[O:12])=[CH:8][CH:9]=1. The yield is 0.990. (3) The reactants are [C:1]([O:5][C@@H:6]([C:12]1[C:13]([CH3:32])=[N:14][C:15]2[N:16]([N:26]=[C:27]([C:29](O)=[O:30])[CH:28]=2)[C:17]=1[N:18]1[CH2:23][CH2:22][C:21]([CH3:25])([CH3:24])[CH2:20][CH2:19]1)[C:7]([O:9]CC)=[O:8])([CH3:4])([CH3:3])[CH3:2].[F:33][C:34]1[CH:39]=[CH:38][C:37]([CH2:40][NH2:41])=[CH:36][C:35]=1[CH3:42].CCN(C(C)C)C(C)C.CN(C(ON1N=NC2C=CC=NC1=2)=[N+](C)C)C.F[P-](F)(F)(F)(F)F.[OH-].[Na+]. The catalyst is CN(C=O)C.CN(C1C=CN=CC=1)C.CO.O. The product is [C:1]([O:5][C@@H:6]([C:12]1[C:13]([CH3:32])=[N:14][C:15]2[N:16]([N:26]=[C:27]([C:29](=[O:30])[NH:41][CH2:40][C:37]3[CH:38]=[CH:39][C:34]([F:33])=[C:35]([CH3:42])[CH:36]=3)[CH:28]=2)[C:17]=1[N:18]1[CH2:19][CH2:20][C:21]([CH3:25])([CH3:24])[CH2:22][CH2:23]1)[C:7]([OH:9])=[O:8])([CH3:3])([CH3:2])[CH3:4]. The yield is 0.412. (4) The reactants are Br[C:2]1[C:3]([CH3:19])=[C:4]([NH:8][C:9](=[O:18])[CH2:10][C:11]2[C:16]([Cl:17])=[CH:15][CH:14]=[CH:13][N:12]=2)[CH:5]=[CH:6][CH:7]=1.[CH3:20][C:21]1([CH3:37])[C:25]([CH3:27])([CH3:26])[O:24][B:23]([B:23]2[O:24][C:25]([CH3:27])([CH3:26])[C:21]([CH3:37])([CH3:20])[O:22]2)[O:22]1.C([O-])(=O)C.[K+]. The catalyst is CS(C)=O.O1CCOCC1.CCOC(C)=O.C1C=CC(P(C2C=CC=CC=2)[C-]2C=CC=C2)=CC=1.C1C=CC(P(C2C=CC=CC=2)[C-]2C=CC=C2)=CC=1.Cl[Pd]Cl.[Fe+2].C(Cl)Cl. The product is [Cl:17][C:16]1[C:11]([CH2:10][C:9]([NH:8][C:4]2[CH:5]=[CH:6][CH:7]=[C:2]([B:23]3[O:24][C:25]([CH3:27])([CH3:26])[C:21]([CH3:37])([CH3:20])[O:22]3)[C:3]=2[CH3:19])=[O:18])=[N:12][CH:13]=[CH:14][CH:15]=1. The yield is 0.850. (5) The reactants are [Si:1]([O:18][CH2:19][C@H:20]1[C@@H:24]([OH:25])[CH:23]=[CH:22][CH2:21]1)([C:14]([CH3:17])([CH3:16])[CH3:15])([C:8]1[CH:13]=[CH:12][CH:11]=[CH:10][CH:9]=1)[C:2]1[CH:7]=[CH:6][CH:5]=[CH:4][CH:3]=1.[Cr](O[Cr]([O-])(=O)=O)([O-])(=O)=O.[NH+]1C=CC=CC=1.[NH+]1C=CC=CC=1. The catalyst is C(Cl)Cl. The product is [Si:1]([O:18][CH2:19][C@H:20]1[C:24](=[O:25])[CH:23]=[CH:22][CH2:21]1)([C:14]([CH3:17])([CH3:15])[CH3:16])([C:8]1[CH:13]=[CH:12][CH:11]=[CH:10][CH:9]=1)[C:2]1[CH:3]=[CH:4][CH:5]=[CH:6][CH:7]=1. The yield is 0.790. (6) The reactants are [F:1][C:2]1[CH:7]=[CH:6][CH:5]=[CH:4][C:3]=1[C@:8]1([CH3:16])[C@H:12]2[CH2:13][O:14][CH2:15][C@H:11]2[O:10][NH:9]1.C([O-])=O.[NH4+]. The catalyst is C(O)C.[Pd]. The product is [NH2:9][C@@:8]([C@H:12]1[CH2:13][O:14][CH2:15][C@H:11]1[OH:10])([C:3]1[CH:4]=[CH:5][CH:6]=[CH:7][C:2]=1[F:1])[CH3:16]. The yield is 0.480. (7) The reactants are [C:1]([O-:4])([O-])=O.[Cs+].[Cs+].[Cl:7][C:8]1[C:23]([Cl:24])=[CH:22][C:11]([C:12]([NH:14][C:15]2[CH:20]=[CH:19][NH:18][C:17](=[O:21])[CH:16]=2)=[O:13])=[C:10](F)[CH:9]=1.[F:26][C:27]1[CH:32]=[CH:31][C:30]([OH:33])=[CH:29][C:28]=1OC. The catalyst is CN1C(=O)CCC1. The product is [Cl:7][C:8]1[C:23]([Cl:24])=[CH:22][C:11]([C:12]([NH:14][C:15]2[CH:20]=[CH:19][NH:18][C:17](=[O:21])[CH:16]=2)=[O:13])=[C:10]([O:33][C:30]2[CH:31]=[CH:32][C:27]([F:26])=[CH:28][C:29]=2[O:4][CH3:1])[CH:9]=1. The yield is 0.300. (8) The reactants are C([Si]([O:8][CH2:9][CH2:10]/[CH:11]=[CH:12]/[C:13]1[CH:18]=[CH:17][C:16]([Cl:19])=[C:15]([Cl:20])[CH:14]=1)(C)C)(C)(C)C.CCCC[N+](CCCC)(CCCC)CCCC.[F-]. The catalyst is C1COCC1.C(OCC)(=O)C. The product is [Cl:20][C:15]1[CH:14]=[C:13](/[CH:12]=[CH:11]/[CH2:10][CH2:9][OH:8])[CH:18]=[CH:17][C:16]=1[Cl:19]. The yield is 0.970. (9) The reactants are Cl[CH2:2][C:3]1[CH:13]=[CH:12][C:6]2[O:7][C:8]([F:11])([F:10])[O:9][C:5]=2[CH:4]=1.[C-:14]#[N:15].[Na+].O.CC(OC)(C)C. The catalyst is CS(C)=O. The product is [F:10][C:8]1([F:11])[O:7][C:6]2[CH:12]=[CH:13][C:3]([CH2:2][C:14]#[N:15])=[CH:4][C:5]=2[O:9]1. The yield is 0.950.